Task: Predict the reactants needed to synthesize the given product.. Dataset: Full USPTO retrosynthesis dataset with 1.9M reactions from patents (1976-2016) (1) Given the product [CH:15]1([N:14]([CH:11]2[CH2:10][CH2:9][NH:8][CH2:13][CH2:12]2)[C:18]([C:20]2[CH:21]=[N:22][C:23]([C:33]3[CH:34]=[CH:35][C:30]([CH2:29][C:27]#[N:28])=[CH:31][CH:32]=3)=[N:24][CH:25]=2)=[O:19])[CH2:16][CH2:17]1, predict the reactants needed to synthesize it. The reactants are: C(OC([N:8]1[CH2:13][CH2:12][CH:11]([N:14]([C:18]([C:20]2[CH:21]=[N:22][C:23](Cl)=[N:24][CH:25]=2)=[O:19])[CH:15]2[CH2:17][CH2:16]2)[CH2:10][CH2:9]1)=O)(C)(C)C.[C:27]([CH2:29][C:30]1[CH:35]=[CH:34][C:33](B(O)O)=[CH:32][CH:31]=1)#[N:28]. (2) Given the product [OH:28][C:30]([CH3:32])([CH3:31])[CH2:29][N:5]1[C:4]([CH3:13])=[C:3]([C:14]([O:16][CH2:17][C:18]2[CH:23]=[CH:22][CH:21]=[CH:20][CH:19]=2)=[O:15])[C:2](=[O:1])[N:6]1[C:7]1[CH:8]=[CH:9][CH:10]=[CH:11][CH:12]=1, predict the reactants needed to synthesize it. The reactants are: [OH:1][C:2]1[N:6]([C:7]2[CH:12]=[CH:11][CH:10]=[CH:9][CH:8]=2)[N:5]=[C:4]([CH3:13])[C:3]=1[C:14]([O:16][CH2:17][C:18]1[CH:23]=[CH:22][CH:21]=[CH:20][CH:19]=1)=[O:15].C[Al](C)C.[O:28]1[C:30]([CH3:32])([CH3:31])[CH2:29]1.O.O.O.O.O.O.O.O.O.O.S([O-])([O-])(=O)=O.[Na+].[Na+]. (3) Given the product [CH2:1]([O:3][C:4]([C:6]1[S:10][C:9]2[CH:11]=[CH:12][C:13]([C:15]([CH2:16][CH3:17])([C:22]3[CH:23]=[CH:24][C:25]([OH:26])=[C:20]([CH3:27])[CH:21]=3)[CH2:18][CH3:19])=[CH:14][C:8]=2[CH:7]=1)=[O:5])[CH3:2], predict the reactants needed to synthesize it. The reactants are: [CH2:1]([O:3][C:4]([C:6]1[S:10][C:9]2[CH:11]=[CH:12][C:13]([C:15]([CH2:18][CH3:19])=[CH:16][CH3:17])=[CH:14][C:8]=2[CH:7]=1)=[O:5])[CH3:2].[C:20]1([CH3:27])[C:25]([OH:26])=[CH:24][CH:23]=[CH:22][CH:21]=1. (4) Given the product [Cl:1][C:2]1[CH:7]=[CH:6][C:5]([CH:8]([C:26]2[CH:27]=[CH:28][C:29]([Cl:32])=[CH:30][CH:31]=2)[C:9]2[CH:10]=[C:11]3[C:16](=[CH:17][CH:18]=2)[N:15]=[CH:14][N:13]=[C:12]3[NH:19][CH:20]2[CH2:21][CH2:22][N:23]([S:40]([C:37]3[CH:38]=[CH:39][C:34]([OH:33])=[CH:35][CH:36]=3)(=[O:42])=[O:41])[CH2:24][CH2:25]2)=[CH:4][CH:3]=1, predict the reactants needed to synthesize it. The reactants are: [Cl:1][C:2]1[CH:7]=[CH:6][C:5]([CH:8]([C:26]2[CH:31]=[CH:30][C:29]([Cl:32])=[CH:28][CH:27]=2)[C:9]2[CH:10]=[C:11]3[C:16](=[CH:17][CH:18]=2)[N:15]=[CH:14][N:13]=[C:12]3[NH:19][CH:20]2[CH2:25][CH2:24][NH:23][CH2:22][CH2:21]2)=[CH:4][CH:3]=1.[OH:33][C:34]1[CH:39]=[CH:38][C:37]([S:40](Cl)(=[O:42])=[O:41])=[CH:36][CH:35]=1. (5) Given the product [Cl:1][C:2]1[CH:8]=[C:7]([O:9][C:10]2[C:19]3[C:14](=[CH:15][C:16]([O:22][CH3:23])=[C:17]([O:20][CH3:21])[CH:18]=3)[N:13]=[CH:12][CH:11]=2)[CH:6]=[CH:5][C:3]=1[NH:4][C:32]([NH:43][C:44]1[O:48][N:47]=[C:46]([CH3:49])[CH:45]=1)=[O:34], predict the reactants needed to synthesize it. The reactants are: [Cl:1][C:2]1[CH:8]=[C:7]([O:9][C:10]2[C:19]3[C:14](=[CH:15][C:16]([O:22][CH3:23])=[C:17]([O:20][CH3:21])[CH:18]=3)[N:13]=[CH:12][CH:11]=2)[CH:6]=[CH:5][C:3]=1[NH2:4].C(N(CC)CC)C.Cl[C:32](Cl)([O:34]C(=O)OC(Cl)(Cl)Cl)Cl.[NH2:43][C:44]1[O:48][N:47]=[C:46]([CH3:49])[CH:45]=1. (6) The reactants are: Cl.[CH:2]1([N:5]2[CH2:10][C:9]3([CH2:15][CH2:14][NH:13][CH2:12][CH2:11]3)[O:8][CH2:7][C:6]2=[O:16])[CH2:4][CH2:3]1.[OH-].[Na+]. Given the product [CH:2]1([N:5]2[CH2:10][C:9]3([CH2:11][CH2:12][NH:13][CH2:14][CH2:15]3)[O:8][CH2:7][C:6]2=[O:16])[CH2:4][CH2:3]1, predict the reactants needed to synthesize it. (7) Given the product [Br:8][C:4]1[CH:3]=[C:2]([N:12]2[CH2:11][CH2:10][N:9]([C:15]([O:17][C:18]([CH3:21])([CH3:20])[CH3:19])=[O:16])[CH2:14][CH2:13]2)[CH:7]=[CH:6][CH:5]=1, predict the reactants needed to synthesize it. The reactants are: Br[C:2]1[CH:7]=[CH:6][CH:5]=[C:4]([Br:8])[CH:3]=1.[N:9]1([C:15]([O:17][C:18]([CH3:21])([CH3:20])[CH3:19])=[O:16])[CH2:14][CH2:13][NH:12][CH2:11][CH2:10]1.C(=O)([O-])[O-].[Cs+].[Cs+].